From a dataset of Forward reaction prediction with 1.9M reactions from USPTO patents (1976-2016). Predict the product of the given reaction. (1) Given the reactants Cl.[S:2]1[CH:6]=[CH:5][CH:4]=[C:3]1[CH2:7][O:8][CH:9]1[CH2:12][NH:11][CH2:10]1.CCN=C=NCCCN(C)C.C1C=CC2N(O)N=NC=2C=1.C(N(C(C)C)CC)(C)C.Cl.[CH2:44]([O:46][C:47](=[O:65])[CH2:48][N:49]1[CH2:54][C:53]2[CH:55]=[C:56](/[CH:59]=[CH:60]/[C:61](O)=[O:62])[CH:57]=[N:58][C:52]=2[NH:51][C:50]1=[O:64])[CH3:45], predict the reaction product. The product is: [O:64]=[C:50]1[NH:51][C:52]2[N:58]=[CH:57][C:56](/[CH:59]=[CH:60]/[C:61](=[O:62])[N:11]3[CH2:12][CH:9]([O:8][CH2:7][C:3]4[S:2][CH:6]=[CH:5][CH:4]=4)[CH2:10]3)=[CH:55][C:53]=2[CH2:54][N:49]1[CH2:48][C:47]([O:46][CH2:44][CH3:45])=[O:65]. (2) Given the reactants [NH2:1][C:2]1[C:3]([O:16][CH3:17])=[CH:4][C:5]2[CH2:11][NH:10][CH2:9][C:8](=[O:12])[N:7]([CH2:13][CH3:14])[C:6]=2[CH:15]=1.Cl[C:19]1[N:24]=[C:23]([NH:25][C:26]2[CH:31]=[CH:30][CH:29]=[CH:28][C:27]=2[S:32]([CH:35]([CH3:37])[CH3:36])(=[O:34])=[O:33])[C:22]([Cl:38])=[CH:21][N:20]=1.O.C1(C)C=CC(S(O)(=O)=O)=CC=1, predict the reaction product. The product is: [Cl:38][C:22]1[C:23]([NH:25][C:26]2[CH:31]=[CH:30][CH:29]=[CH:28][C:27]=2[S:32]([CH:35]([CH3:37])[CH3:36])(=[O:34])=[O:33])=[N:24][C:19]([NH:1][C:2]2[C:3]([O:16][CH3:17])=[CH:4][C:5]3[CH2:11][NH:10][CH2:9][C:8](=[O:12])[N:7]([CH2:13][CH3:14])[C:6]=3[CH:15]=2)=[N:20][CH:21]=1. (3) Given the reactants [Br:1][C:2]1[CH:7]=[CH:6][CH:5]=[CH:4][C:3]=1[OH:8].[C:9]1(B(O)O)[CH:14]=[CH:13][CH:12]=[CH:11][CH:10]=1, predict the reaction product. The product is: [Br:1][C:2]1[CH:7]=[CH:6][CH:5]=[CH:4][C:3]=1[O:8][C:9]1[CH:14]=[CH:13][CH:12]=[CH:11][CH:10]=1. (4) The product is: [CH3:1][C:2]([NH:5][CH2:7][C:8]1[O:9][C:10]([CH3:13])=[N:11][N:12]=1)([CH3:4])[CH3:3]. Given the reactants [CH3:1][C:2]([NH2:5])([CH3:4])[CH3:3].Cl[CH2:7][C:8]1[O:9][C:10]([CH3:13])=[N:11][N:12]=1, predict the reaction product. (5) Given the reactants NC1C=C([NH:8][C:9]2[CH:24]=[C:13]3[C:14]4[C:19]([CH2:20][CH2:21][N:12]3[C:11](=[O:25])[N:10]=2)=[CH:18][C:17]([O:22][CH3:23])=[CH:16][CH:15]=4)C=CC=1, predict the reaction product. The product is: [NH2:8][C:9]1[CH:24]=[C:13]2[C:14]3[C:19]([CH2:20][CH2:21][N:12]2[C:11](=[O:25])[N:10]=1)=[CH:18][C:17]([O:22][CH3:23])=[CH:16][CH:15]=3. (6) Given the reactants [Cl:1][C:2]1[N:7]=[C:6]([S:8]([CH3:11])(=[O:10])=[O:9])[N:5]=[C:4]([NH:12][C:13]2[CH:18]=[C:17]([F:19])[CH:16]=[CH:15][C:14]=2[NH:20]C(=O)OC(C)(C)C)[CH:3]=1.C(O)(C(F)(F)F)=O, predict the reaction product. The product is: [Cl:1][C:2]1[N:7]=[C:6]([S:8]([CH3:11])(=[O:10])=[O:9])[N:5]=[C:4]([NH:12][C:13]2[C:14]([NH2:20])=[CH:15][CH:16]=[C:17]([F:19])[CH:18]=2)[CH:3]=1. (7) Given the reactants [C:1]1([P:7]([C:14]2[CH:19]=[CH:18][CH:17]=[CH:16][CH:15]=2)[C:8]2[CH:13]=[CH:12][CH:11]=[CH:10][CH:9]=2)[CH:6]=[CH:5][CH:4]=[CH:3][CH:2]=1.[Br:20][CH2:21][CH2:22][CH2:23][CH2:24][C:25]([NH:27][CH2:28][CH3:29])=[O:26], predict the reaction product. The product is: [Br-:20].[CH2:28]([NH:27][C:25](=[O:26])[CH2:24][CH2:23][CH2:22][CH2:21][P+:7]([C:1]1[CH:2]=[CH:3][CH:4]=[CH:5][CH:6]=1)([C:8]1[CH:13]=[CH:12][CH:11]=[CH:10][CH:9]=1)[C:14]1[CH:15]=[CH:16][CH:17]=[CH:18][CH:19]=1)[CH3:29].